From a dataset of Peptide-MHC class I binding affinity with 185,985 pairs from IEDB/IMGT. Regression. Given a peptide amino acid sequence and an MHC pseudo amino acid sequence, predict their binding affinity value. This is MHC class I binding data. (1) The peptide sequence is APRARTAAF. The MHC is HLA-B57:01 with pseudo-sequence HLA-B57:01. The binding affinity (normalized) is 0.0847. (2) The peptide sequence is KRWIIMGLNK. The MHC is HLA-A33:01 with pseudo-sequence HLA-A33:01. The binding affinity (normalized) is 0. (3) The peptide sequence is FLKENGGL. The MHC is HLA-A03:01 with pseudo-sequence HLA-A03:01. The binding affinity (normalized) is 0. (4) The peptide sequence is NKKPRICTR. The MHC is HLA-A33:01 with pseudo-sequence HLA-A33:01. The binding affinity (normalized) is 0.261.